Dataset: Forward reaction prediction with 1.9M reactions from USPTO patents (1976-2016). Task: Predict the product of the given reaction. Given the reactants [CH3:1][C:2]1[C:11]2[C:6](=[CH:7][CH:8]=[CH:9][CH:10]=2)[C:5]([C:12]([NH:14][C:15]2[C:16]([C:21](OC)=[O:22])=[N:17][CH:18]=[CH:19][N:20]=2)=[O:13])=[CH:4][CH:3]=1.[CH:25]1([CH2:29][NH2:30])[CH2:28][CH2:27][CH2:26]1, predict the reaction product. The product is: [CH:25]1([CH2:29][NH:30][C:21]([C:16]2[C:15]([NH:14][C:12]([C:5]3[C:6]4[C:11](=[CH:10][CH:9]=[CH:8][CH:7]=4)[C:2]([CH3:1])=[CH:3][CH:4]=3)=[O:13])=[N:20][CH:19]=[CH:18][N:17]=2)=[O:22])[CH2:28][CH2:27][CH2:26]1.